Dataset: NCI-60 drug combinations with 297,098 pairs across 59 cell lines. Task: Regression. Given two drug SMILES strings and cell line genomic features, predict the synergy score measuring deviation from expected non-interaction effect. Drug 1: C1=NC2=C(N=C(N=C2N1C3C(C(C(O3)CO)O)O)F)N. Drug 2: C1=CN(C=N1)CC(O)(P(=O)(O)O)P(=O)(O)O. Cell line: HCT116. Synergy scores: CSS=9.34, Synergy_ZIP=-3.11, Synergy_Bliss=-3.69, Synergy_Loewe=-3.96, Synergy_HSA=-3.30.